This data is from NCI-60 drug combinations with 297,098 pairs across 59 cell lines. The task is: Regression. Given two drug SMILES strings and cell line genomic features, predict the synergy score measuring deviation from expected non-interaction effect. Synergy scores: CSS=10.1, Synergy_ZIP=-2.13, Synergy_Bliss=-3.52, Synergy_Loewe=4.35, Synergy_HSA=-3.54. Drug 1: CC1=C2C(C(=O)C3(C(CC4C(C3C(C(C2(C)C)(CC1OC(=O)C(C(C5=CC=CC=C5)NC(=O)OC(C)(C)C)O)O)OC(=O)C6=CC=CC=C6)(CO4)OC(=O)C)O)C)O. Drug 2: C1C(C(OC1N2C=NC3=C2NC=NCC3O)CO)O. Cell line: NCI-H322M.